This data is from Forward reaction prediction with 1.9M reactions from USPTO patents (1976-2016). The task is: Predict the product of the given reaction. (1) Given the reactants [ClH:1].C1(C[O:6][C:7]2[CH:16]=[C:15]3[C:10]([CH:11]=[CH:12][C:13]([C:17]4[N:21]5[CH:22]=[C:23]([C@@H:26]([N:31]6[CH2:35][CH2:34][C@H:33]([NH2:36])[CH2:32]6)[C:27]([F:30])([F:29])[F:28])[CH:24]=[CH:25][C:20]5=[N:19][N:18]=4)=[N:14]3)=[CH:9][C:8]=2[F:37])CC1, predict the reaction product. The product is: [ClH:1].[NH2:36][C@H:33]1[CH2:34][CH2:35][N:31]([C@H:26]([C:23]2[CH:24]=[CH:25][C:20]3[N:21]([C:17]([C:13]4[CH:12]=[CH:11][C:10]5[C:15](=[CH:16][C:7]([OH:6])=[C:8]([F:37])[CH:9]=5)[N:14]=4)=[N:18][N:19]=3)[CH:22]=2)[C:27]([F:29])([F:28])[F:30])[CH2:32]1. (2) Given the reactants [Br:1][C:2]1[CH:3]=[C:4]([CH2:8][CH2:9][C:10](O)=[O:11])[CH:5]=[CH:6][CH:7]=1.B.C1COCC1, predict the reaction product. The product is: [Br:1][C:2]1[CH:3]=[C:4]([CH2:8][CH2:9][CH2:10][OH:11])[CH:5]=[CH:6][CH:7]=1. (3) Given the reactants O=[C:2]([CH2:7][C:8](=O)[CH3:9])[C:3]([O:5][CH3:6])=[O:4].O1CCCC1.[Cl:16][C:17]1[C:18]([NH:24][NH2:25])=[N:19][CH:20]=[C:21]([Cl:23])[CH:22]=1, predict the reaction product. The product is: [Cl:16][C:17]1[C:18]([N:24]2[C:2]([C:3]([O:5][CH3:6])=[O:4])=[CH:7][C:8]([CH3:9])=[N:25]2)=[N:19][CH:20]=[C:21]([Cl:23])[CH:22]=1.